Predict the product of the given reaction. From a dataset of Forward reaction prediction with 1.9M reactions from USPTO patents (1976-2016). Given the reactants [O:1]1[CH2:6][CH2:5][CH2:4][CH2:3][CH:2]1[O:7][CH2:8][C@H:9]1[O:13][C:12](=[O:14])[CH2:11][CH2:10]1.[CH3:15][CH2:16][Mg+].[Br-].CCOCC, predict the reaction product. The product is: [OH:13][C@H:9]([CH2:8][O:7][CH:2]1[CH2:3][CH2:4][CH2:5][CH2:6][O:1]1)[CH2:10][CH2:11][C:12]1([OH:14])[CH2:16][CH2:15]1.